This data is from Full USPTO retrosynthesis dataset with 1.9M reactions from patents (1976-2016). The task is: Predict the reactants needed to synthesize the given product. (1) Given the product [NH:8]1[CH2:12][CH2:11][CH2:10][C@H:9]1[CH2:13][NH:14][C:15]1[CH:20]=[CH:19][C:18]([C:21]2[CH:26]=[CH:25][CH:24]=[CH:23][CH:22]=2)=[CH:17][C:16]=1[O:27][C:28]1[CH:29]=[CH:30][C:31]([C:34]([OH:36])=[O:35])=[CH:32][CH:33]=1, predict the reactants needed to synthesize it. The reactants are: C(OC([N:8]1[CH2:12][CH2:11][CH2:10][C@H:9]1[CH2:13][NH:14][C:15]1[CH:20]=[CH:19][C:18]([C:21]2[CH:26]=[CH:25][CH:24]=[CH:23][CH:22]=2)=[CH:17][C:16]=1[O:27][C:28]1[CH:33]=[CH:32][C:31]([C:34]([OH:36])=[O:35])=[CH:30][CH:29]=1)=O)(C)(C)C.C(O)(C(F)(F)F)=O. (2) Given the product [Cl:15][C:14]1[CH:13]=[CH:12][C:11]([C@@H:16]2[CH2:20][NH:19][C:18](=[O:21])[CH2:17]2)=[CH:10][C:9]=1[OH:8], predict the reactants needed to synthesize it. The reactants are: C([O:8][C:9]1[CH:10]=[C:11]([CH:16]2[CH2:20][NH:19][C:18](=[O:21])[CH2:17]2)[CH:12]=[CH:13][C:14]=1[Cl:15])C1C=CC=CC=1.C1COCC1.Cl. (3) Given the product [CH2:20]([O:1][C:2]1[CH:3]=[C:4]([CH2:8][NH:9][C:10](=[O:18])[C:11]2[CH:16]=[CH:15][CH:14]=[N:13][C:12]=2[NH2:17])[CH:5]=[CH:6][CH:7]=1)[CH2:21][CH2:22][CH2:23][CH2:24][CH2:25][CH3:26], predict the reactants needed to synthesize it. The reactants are: [OH:1][C:2]1[CH:3]=[C:4]([CH2:8][NH:9][C:10](=[O:18])[C:11]2[CH:16]=[CH:15][CH:14]=[N:13][C:12]=2[NH2:17])[CH:5]=[CH:6][CH:7]=1.I[CH2:20][CH2:21][CH2:22][CH2:23][CH2:24][CH2:25][CH3:26].C(=O)([O-])[O-].[Cs+].[Cs+].CN(C=O)C. (4) Given the product [CH3:14][C:12]1[CH:11]=[N:10][C:9]2[NH:15][C:16]3[C:23]([C:8]=2[CH:13]=1)=[CH:22][C:19]([C:20]#[N:21])=[CH:18][CH:17]=3, predict the reactants needed to synthesize it. The reactants are: CN(C)C(=O)C.Br[C:8]1[C:9]([NH:15][C:16]2[CH:23]=[CH:22][C:19]([C:20]#[N:21])=[CH:18][CH:17]=2)=[N:10][CH:11]=[C:12]([CH3:14])[CH:13]=1.C1CCN2C(=NCCC2)CC1.